Dataset: Reaction yield outcomes from USPTO patents with 853,638 reactions. Task: Predict the reaction yield, written as a fraction of the theoretical maximum amount of product (1.0 means a 100% yield; for example, 0.34 means a 34% yield). (1) The reactants are [Si]([O:8][C@H:9]([CH3:37])[C@H:10]([C:22]1[O:26][C:25]([C:27]2[CH:32]=[CH:31][C:30]([NH:33][C:34](=[O:36])[CH3:35])=[CH:29][CH:28]=2)=[N:24][N:23]=1)[NH:11][C:12]1[CH:17]=[CH:16][C:15]([C:18]#[N:19])=[C:14]([Cl:20])[C:13]=1[CH3:21])(C(C)(C)C)(C)C.CCCC[N+](CCCC)(CCCC)CCCC.[F-]. The catalyst is C1COCC1. The product is [Cl:20][C:14]1[C:13]([CH3:21])=[C:12]([NH:11][C@@H:10]([C:22]2[O:26][C:25]([C:27]3[CH:28]=[CH:29][C:30]([NH:33][C:34](=[O:36])[CH3:35])=[CH:31][CH:32]=3)=[N:24][N:23]=2)[C@H:9]([OH:8])[CH3:37])[CH:17]=[CH:16][C:15]=1[C:18]#[N:19]. The yield is 0.780. (2) The reactants are [F:1][C:2]1[CH:7]=[CH:6][CH:5]=[C:4]([F:8])[C:3]=1[S:9]([NH:12][C:13]1[C:14]([F:23])=[C:15]([CH:20]=[CH:21][CH:22]=1)[C:16](OC)=[O:17])(=[O:11])=[O:10].C[Si]([N-][Si](C)(C)C)(C)C.[Li+].[Cl:34][C:35]1[N:40]=[C:39]([CH3:41])[CH:38]=[CH:37][N:36]=1. The catalyst is C1COCC1. The product is [Cl:34][C:35]1[N:40]=[C:39]([CH2:41][C:16]([C:15]2[C:14]([F:23])=[C:13]([NH:12][S:9]([C:3]3[C:2]([F:1])=[CH:7][CH:6]=[CH:5][C:4]=3[F:8])(=[O:10])=[O:11])[CH:22]=[CH:21][CH:20]=2)=[O:17])[CH:38]=[CH:37][N:36]=1. The yield is 0.720. (3) The reactants are [OH-].[Na+].[Cl:3][C:4]1[CH:9]=[CH:8][CH:7]=[C:6]([Cl:10])[C:5]=1[C:11]1[C:15]([CH2:16][O:17][C:18]2[CH:23]=[CH:22][C:21]([C:24]3[CH:25]=[C:26]4[C:31](=[CH:32][CH:33]=3)[N:30]=[C:29]([C:34]([O:36]CC)=[O:35])[C:28]([CH3:39])=[CH:27]4)=[CH:20][CH:19]=2)=[C:14]([CH:40]([CH3:42])[CH3:41])[O:13][N:12]=1.Cl.O. The catalyst is O1CCCC1.CO. The product is [Cl:10][C:6]1[CH:7]=[CH:8][CH:9]=[C:4]([Cl:3])[C:5]=1[C:11]1[C:15]([CH2:16][O:17][C:18]2[CH:23]=[CH:22][C:21]([C:24]3[CH:25]=[C:26]4[C:31](=[CH:32][CH:33]=3)[N:30]=[C:29]([C:34]([OH:36])=[O:35])[C:28]([CH3:39])=[CH:27]4)=[CH:20][CH:19]=2)=[C:14]([CH:40]([CH3:42])[CH3:41])[O:13][N:12]=1. The yield is 0.970. (4) The reactants are [F:1][C:2]1([F:29])[CH2:7][CH2:6][N:5]([C:8]([C:10]2[NH:11][C:12]3[C:17]([CH:18]=2)=[CH:16][C:15]([C:19]([N:21]2[CH2:25][CH2:24][CH:23]([N:26]([CH3:28])[CH3:27])[CH2:22]2)=[O:20])=[CH:14][CH:13]=3)=[O:9])[CH2:4][CH2:3]1.[F:30][C:31]([F:42])([F:41])[C:32]1[CH:33]=[C:34](B(O)O)[CH:35]=[CH:36][CH:37]=1.N1C=CC=CC=1. The catalyst is ClCCl.C([O-])(=O)C.[Cu+2].C([O-])(=O)C. The product is [F:29][C:2]1([F:1])[CH2:7][CH2:6][N:5]([C:8]([C:10]2[N:11]([C:36]3[CH:35]=[CH:34][CH:33]=[C:32]([C:31]([F:42])([F:41])[F:30])[CH:37]=3)[C:12]3[C:17]([CH:18]=2)=[CH:16][C:15]([C:19]([N:21]2[CH2:25][CH2:24][CH:23]([N:26]([CH3:27])[CH3:28])[CH2:22]2)=[O:20])=[CH:14][CH:13]=3)=[O:9])[CH2:4][CH2:3]1. The yield is 0.600. (5) The reactants are [F:1][C:2]1[CH:3]=[C:4]([CH:7]=[C:8]([F:10])[CH:9]=1)[NH:5][CH3:6].Br.Br[CH:13]([C:15]1[CH:16]=[C:17]([C:32]([N:34]2[CH2:38][CH2:37][CH2:36][CH2:35]2)=[O:33])[CH:18]=[C:19]2[C:24]=1[O:23][C:22]([N:25]1[CH2:30][CH2:29][O:28][CH2:27][CH2:26]1)=[CH:21][C:20]2=[O:31])[CH3:14].[I-].[K+]. The product is [F:1][C:2]1[CH:3]=[C:4]([N:5]([CH3:6])[CH:13]([C:15]2[CH:16]=[C:17]([C:32]([N:34]3[CH2:38][CH2:37][CH2:36][CH2:35]3)=[O:33])[CH:18]=[C:19]3[C:24]=2[O:23][C:22]([N:25]2[CH2:30][CH2:29][O:28][CH2:27][CH2:26]2)=[CH:21][C:20]3=[O:31])[CH3:14])[CH:7]=[C:8]([F:10])[CH:9]=1. The catalyst is C(Cl)(Cl)Cl.CO.C(#N)C.O. The yield is 0.600.